Dataset: HIV replication inhibition screening data with 41,000+ compounds from the AIDS Antiviral Screen. Task: Binary Classification. Given a drug SMILES string, predict its activity (active/inactive) in a high-throughput screening assay against a specified biological target. (1) The molecule is COc1cc(Nc2nc3ccc(C(F)(F)F)cc3nc2C(=O)O)cc(OC)c1OC. The result is 0 (inactive). (2) The result is 0 (inactive). The compound is C=CCN=C1N=C(C)C(C(=O)OCC)S1.